This data is from Tox21: 12 toxicity assays (nuclear receptors and stress response pathways). The task is: Binary classification across 12 toxicity assays. (1) The molecule is O=c1c2ccccc2oc2ccccc12. It tested positive (active) for: NR-ER (Estrogen Receptor agonist activity). (2) The molecule is Cc1cc(O)c(C(C)(C)C)cc1Sc1cc(C(C)(C)C)c(O)cc1C. It tested positive (active) for: SR-HSE (Heat Shock Element response), and SR-MMP (Mitochondrial Membrane Potential disruption). (3) The compound is CC(C)=CC1C(C(=O)OCc2coc(Cc3ccccc3)c2)C1(C)C. It tested positive (active) for: SR-ARE (Antioxidant Response Element (oxidative stress)), and SR-HSE (Heat Shock Element response). (4) The molecule is CCCCCCCCCCCCn1cc[n+](C)c1. It tested positive (active) for: SR-MMP (Mitochondrial Membrane Potential disruption).